This data is from Full USPTO retrosynthesis dataset with 1.9M reactions from patents (1976-2016). The task is: Predict the reactants needed to synthesize the given product. (1) Given the product [NH2:1][C:2]1[S:3][C:4]([C:17]2[CH:22]=[CH:21][CH:20]=[C:19]([F:23])[CH:18]=2)=[C:5]([C:7]([N:9]2[C@H:14]([CH2:15][NH:16][C:27](=[O:28])[C:26]3[CH:30]=[CH:31][CH:32]=[C:33]([CH3:34])[C:25]=3[CH3:24])[CH2:13][C@H:12]3[C@@H:10]2[CH2:11]3)=[O:8])[N:6]=1, predict the reactants needed to synthesize it. The reactants are: [NH2:1][C:2]1[S:3][C:4]([C:17]2[CH:22]=[CH:21][CH:20]=[C:19]([F:23])[CH:18]=2)=[C:5]([C:7]([N:9]2[C@H:14]([CH2:15][NH2:16])[CH2:13][C@H:12]3[C@@H:10]2[CH2:11]3)=[O:8])[N:6]=1.[CH3:24][C:25]1[C:33]([CH3:34])=[CH:32][CH:31]=[CH:30][C:26]=1[C:27](O)=[O:28]. (2) Given the product [C:1]([O:5][C:6](=[O:17])[NH:7][C@@H:8]([C:10]1[CH:15]=[CH:14][C:13]([C:24]2[C:19]([Cl:18])=[N:20][CH:21]=[CH:22][CH:23]=2)=[CH:12][CH:11]=1)[CH3:9])([CH3:4])([CH3:3])[CH3:2], predict the reactants needed to synthesize it. The reactants are: [C:1]([O:5][C:6](=[O:17])[NH:7][C@@H:8]([C:10]1[CH:15]=[CH:14][C:13](Br)=[CH:12][CH:11]=1)[CH3:9])([CH3:4])([CH3:3])[CH3:2].[Cl:18][C:19]1[C:24](B(O)O)=[CH:23][CH:22]=[CH:21][N:20]=1.C(=O)([O-])[O-].[Na+].[Na+]. (3) Given the product [CH2:3]([O:5][C:6](=[O:20])/[CH:7]=[CH:8]/[C:9]1[CH:10]=[N:11][C:12]([NH2:17])=[C:13]([O:15][CH3:16])[CH:14]=1)[CH3:4], predict the reactants needed to synthesize it. The reactants are: [Cl-].[NH4+].[CH2:3]([O:5][C:6](=[O:20])/[CH:7]=[CH:8]/[C:9]1[CH:10]=[N:11][C:12]([N+:17]([O-])=O)=[C:13]([O:15][CH3:16])[CH:14]=1)[CH3:4].